Dataset: Forward reaction prediction with 1.9M reactions from USPTO patents (1976-2016). Task: Predict the product of the given reaction. (1) Given the reactants [NH2:1][C:2]1[C:3]([NH:21][CH3:22])=[N:4][C:5]([NH:8][C:9]2[CH:14]=[CH:13][C:12]([N:15]3[CH2:20][CH2:19][O:18][CH2:17][CH2:16]3)=[CH:11][CH:10]=2)=[N:6][CH:7]=1.[Cl:23][C:24]1[CH:25]=[N:26][CH:27]=[C:28]([Cl:37])[C:29]=1[C:30](=O)[C:31]([O:33]CC)=O.CC(O)=O, predict the reaction product. The product is: [Cl:37][C:28]1[CH:27]=[N:26][CH:25]=[C:24]([Cl:23])[C:29]=1[C:30]1[C:31](=[O:33])[N:21]([CH3:22])[C:3]2[N:4]=[C:5]([NH:8][C:9]3[CH:14]=[CH:13][C:12]([N:15]4[CH2:20][CH2:19][O:18][CH2:17][CH2:16]4)=[CH:11][CH:10]=3)[N:6]=[CH:7][C:2]=2[N:1]=1. (2) Given the reactants C([O:4][C@@H:5]1[CH2:9][CH2:8][N:7](C(OC(C)(C)C)=O)[C@@H:6]1[C:17](O)=O)(=O)C.[C:20]([C:24]1[CH:29]=[CH:28][C:27]([NH2:30])=[C:26]([NH2:31])[CH:25]=1)([CH3:23])([CH3:22])[CH3:21], predict the reaction product. The product is: [C:20]([C:24]1[CH:29]=[CH:28][C:27]2[NH:30][C:17]([C@@H:6]3[C@H:5]([OH:4])[CH2:9][CH2:8][NH:7]3)=[N:31][C:26]=2[CH:25]=1)([CH3:23])([CH3:21])[CH3:22]. (3) Given the reactants [N+:1]([C:4]1[CH:12]=[CH:11][CH:10]=[C:9]2[C:5]=1C(=O)[O:7][C:8]2=[O:13])([O-:3])=[O:2].[N+:15](C1C=CC=C(C(O)=O)C=1C(N)=O)([O-])=O.Cl, predict the reaction product. The product is: [NH2:15][C:5]1[C:4]([N+:1]([O-:3])=[O:2])=[CH:12][CH:11]=[CH:10][C:9]=1[C:8]([OH:7])=[O:13]. (4) Given the reactants [CH2:1]([C:3]1([OH:18])[C:13]2[C:8](=[C:9]([O:15]C)[N:10]=[C:11]([I:14])[CH:12]=2)[CH2:7][O:6][C:5](=[O:17])[CH2:4]1)[CH3:2].[I-].[Na+].Cl[Si](C)(C)C.O.[O-]S([O-])=O.[Na+].[Na+].[Cl-].[Na+].O, predict the reaction product. The product is: [CH2:1]([C:3]1([OH:18])[C:13]2[CH:12]=[C:11]([I:14])[NH:10][C:9](=[O:15])[C:8]=2[CH2:7][O:6][C:5](=[O:17])[CH2:4]1)[CH3:2].